From a dataset of Forward reaction prediction with 1.9M reactions from USPTO patents (1976-2016). Predict the product of the given reaction. (1) Given the reactants [F:1][C:2]([F:17])([F:16])[S:3]([NH:6][CH2:7][CH2:8][C:9]1[CH:15]=[CH:14][C:12]([NH2:13])=[CH:11][CH:10]=1)(=[O:5])=[O:4].C(N(CC)C(C)C)(C)C.C([O:29][C:30]([C:32]1[N:37]2[C:38]([C:41](=[O:46])C(Cl)(Cl)Cl)=[CH:39][N:40]=[C:36]2[CH:35]=[CH:34][CH:33]=1)=O)C, predict the reaction product. The product is: [F:17][C:2]([F:16])([F:1])[S:3]([NH:6][CH2:7][CH2:8][C:9]1[CH:15]=[CH:14][C:12]([N:13]2[C:30](=[O:29])[C:32]3[N:37]4[C:38](=[CH:39][N:40]=[C:36]4[CH:35]=[CH:34][CH:33]=3)[C:41]2=[O:46])=[CH:11][CH:10]=1)(=[O:4])=[O:5]. (2) Given the reactants Br[C:2]1[CH:7]=[N:6][C:5]([C:8]#[C:9][C:10]2[CH:15]=[CH:14][CH:13]=[CH:12][CH:11]=2)=[CH:4][N:3]=1.Cl.[NH2:17][CH2:18][CH2:19][C:20]([CH3:23])([OH:22])[CH3:21].C(N(CC)CC)C, predict the reaction product. The product is: [CH3:21][C:20]([OH:22])([CH2:19][CH2:18][NH:17][C:2]1[CH:7]=[N:6][C:5]([C:8]#[C:9][C:10]2[CH:15]=[CH:14][CH:13]=[CH:12][CH:11]=2)=[CH:4][N:3]=1)[CH3:23]. (3) Given the reactants C1([C:7]2[S:8][C:9]([C:16]([C:18]3[CH:26]=[C:25]4[C:21]([CH:22]=[C:23](C5C=CC=CC=5)[NH:24]4)=[CH:20][CH:19]=3)=[O:17])=[CH:10][C:11]=2[CH2:12][C:13]([OH:15])=O)C=CC=CC=1.F[P-](F)(F)(F)(F)F.[N:40]1([O:49]C(N(C)C)=[N+](C)C)C2N=CC=CC=2N=N1.[CH:57]1[CH:58]=[CH:59][C:60]2N(O)N=N[C:61]=2[CH:62]=1.CCN(C(C)C)C(C)C.C(ON)(C1C=CC=CC=1)(C1C=CC=CC=1)[C:77]1[CH:82]=[CH:81][CH:80]=[CH:79][CH:78]=1.CC(O)=O.FC(F)(F)CO, predict the reaction product. The product is: [OH:49][NH:40][C:13](=[O:15])[CH2:12][C:11]1[CH:10]=[C:9]([C:16]([C:18]2[CH:26]=[C:25]3[C:21]([CH:22]=[C:23]([C:77]4[CH:82]=[CH:81][CH:80]=[CH:79][CH:78]=4)[NH:24]3)=[CH:20][CH:19]=2)=[O:17])[S:8][C:7]=1[C:62]1[CH:57]=[CH:58][CH:59]=[CH:60][CH:61]=1. (4) Given the reactants [C:1]([N:5]1[CH2:40][CH2:39][CH2:38][CH2:37][C:8]2[C:9]([C:32]3[S:33][CH:34]=[CH:35][CH:36]=3)=[C:10]3[C:19]4[CH:18]=[C:17]([C:20]#[C:21][CH2:22][C@@H:23]5[CH2:27][O:26]C(C)(C)[O:24]5)[C:16]([O:30][CH3:31])=[CH:15][C:14]=4[CH2:13][CH2:12][N:11]3[C:7]=2[C:6]1=[O:41])([CH3:4])([CH3:3])[CH3:2].[OH2:42].N, predict the reaction product. The product is: [C:1]([N:5]1[CH2:40][CH2:39][CH2:38][CH2:37][C:8]2[C:9]([C:32]3[S:33][CH:34]=[CH:35][CH:36]=3)=[C:10]3[C:19]4[CH:18]=[C:17]([C:20](=[O:42])[CH2:21][CH2:22][C@@H:23]([OH:24])[CH2:27][OH:26])[C:16]([O:30][CH3:31])=[CH:15][C:14]=4[CH2:13][CH2:12][N:11]3[C:7]=2[C:6]1=[O:41])([CH3:4])([CH3:2])[CH3:3].